This data is from Catalyst prediction with 721,799 reactions and 888 catalyst types from USPTO. The task is: Predict which catalyst facilitates the given reaction. Reactant: C[C:2]1[CH:11]=[C:10]([CH2:12][N:13]([C:21]([O:23][C:24]([CH3:27])([CH3:26])[CH3:25])=[O:22])[CH2:14][C:15]2[CH:20]=[CH:19][CH:18]=[CH:17][N:16]=2)[C:9]2[C:4](=[CH:5][CH:6]=[CH:7][CH:8]=2)[C:3]=1[C:28]([OH:30])=[O:29].[OH-].[Na+]. Product: [C:21]([N:13]([CH2:12][C:10]1[C:9]2[C:4](=[CH:5][CH:6]=[CH:7][CH:8]=2)[C:3]([C:28]([OH:30])=[O:29])=[CH:2][CH:11]=1)[CH2:14][C:15]1[CH:20]=[CH:19][CH:18]=[CH:17][N:16]=1)([O:23][C:24]([CH3:27])([CH3:26])[CH3:25])=[O:22]. The catalyst class is: 36.